Task: Binary Classification. Given a miRNA mature sequence and a target amino acid sequence, predict their likelihood of interaction.. Dataset: Experimentally validated miRNA-target interactions with 360,000+ pairs, plus equal number of negative samples (1) The miRNA is hsa-miR-383-3p with sequence ACAGCACUGCCUGGUCAGA. The protein sequence of the target gene is MERPEAGGINSNECENVSRKKKMSEEFEANTMDSLVDMPFATVDIQDDCGITDEPQINLKRSQENEWVKSDQVKKRKKKRKDYQPNYFLSIPITNKEIIKGIKILQNAIIQQDERLAKAMVSDGSFHITLLVMQLLNEDEVNIGIDALLELKPFIEELLQGKHLTLPFQGIGTFGNQVGFVKLAEGDHVNSLLEIAETANRTFQEKGILVGESRSFKPHLTFMKLSKSPWLRKNGVKKIDPDLYEKFISHRFGEEILYRIDLCSMLKKKQSNGYYHCESSIVIGEKNGGEPDDAELVRLS.... Result: 0 (no interaction). (2) The miRNA is hsa-miR-4739 with sequence AAGGGAGGAGGAGCGGAGGGGCCCU. The protein sequence of the target gene is MEAAHLLPAADVLRHFSVTAEGGLSPAQVTGARERYGPNELPSEEGKSLWELVLEQFEDLLVRILLLAALVSFVLAWFEEGEETTTAFVEPLVIMLILVANAIVGVWQERNAESAIEALKEYEPEMGKVIRSDRKGVQRIRARDIVPGDIVEVAVGDKVPADLRLIEIKSTTLRVDQSILTGESVSVTKHTEAIPDPRAVNQDKKNMLFSGTNITSGKAVGVAVATGLHTELGKIRSQMAAVEPERTPLQRKLDEFGRQLSHAISVICVAVWVINIGHFADPAHGGSWLRGAVYYFKIAV.... Result: 1 (interaction).